This data is from Experimentally validated miRNA-target interactions with 360,000+ pairs, plus equal number of negative samples. The task is: Binary Classification. Given a miRNA mature sequence and a target amino acid sequence, predict their likelihood of interaction. (1) The miRNA is hsa-miR-190a-5p with sequence UGAUAUGUUUGAUAUAUUAGGU. The protein sequence of the target gene is MAEAPPVSGTFKFNTDAAEFIPQEKKNSGLNCGTQRRLDSNRIGRRNYSSPPPCHLSRQVPYDEISAVHQHSYHPSGSKPKSQQTSFQSSPCNKSPKSHGLQNQPWQKLRNEKHHIRVKKAQSLAEQTSDTAGLESSTRSESGTDLREHSPSESEKEVVGADPRGAKPKKATQFVYSYGRGPKVKGKLKCEWSNRTTPKPEDAGPESTKPVGVFHPDSSEASSRKGVLDGYGARRNEQRRYPQKRPPWEVEGARPRPGRNPPKQEGHRHTNAGHRNNMGPIPKDDLNERPAKSTCDSENL.... Result: 0 (no interaction). (2) The miRNA is hsa-miR-6806-5p with sequence UGUAGGCAUGAGGCAGGGCCCAGG. The protein sequence of the target gene is MSDNEDNFDGDDFDDVEEDEGLDDLENAEEEGQENVEILPSGERPQANQKRITTPYMTKYERARVLGTRALQIAMCAPVMVELEGETDPLLIAMKELKARKIPIIIRRYLPDGSYEDWGVDELIITD. Result: 1 (interaction).